Dataset: CYP1A2 inhibition data for predicting drug metabolism from PubChem BioAssay. Task: Regression/Classification. Given a drug SMILES string, predict its absorption, distribution, metabolism, or excretion properties. Task type varies by dataset: regression for continuous measurements (e.g., permeability, clearance, half-life) or binary classification for categorical outcomes (e.g., BBB penetration, CYP inhibition). Dataset: cyp1a2_veith. (1) The molecule is COc1ccccc1NC(=O)Nc1nc(-c2cccnc2)nc2ccccc12. The result is 1 (inhibitor). (2) The molecule is CCCS(=O)(=O)N1CCCC(C(=O)N2CCC3(CC2)OCCO3)C1. The result is 0 (non-inhibitor). (3) The drug is c1ccc(-c2noc(CSc3nnnn3C3CCCCC3)n2)cc1. The result is 1 (inhibitor). (4) The compound is COc1ccc(/C(O)=C2/C(=O)C(=O)N(CC3CCCO3)C2c2ccc(OC)c(OC)c2)cc1. The result is 0 (non-inhibitor). (5) The compound is Cc1cnc(CNc2ncncc2-c2cccnc2)cn1. The result is 1 (inhibitor). (6) The drug is CCOP(=O)(OCC)C(NC(=O)C(Cl)Cl)C(Cl)(Cl)Cl. The result is 0 (non-inhibitor). (7) The result is 1 (inhibitor). The molecule is COc1ccc(C(CC(=O)Nc2ccc(F)cc2)c2ccccc2)cc1. (8) The molecule is CCC[C@H]1C(=O)N2C(N(C)C)=Nc3ccc(C)cc3N2C1=O. The result is 1 (inhibitor).